Dataset: Forward reaction prediction with 1.9M reactions from USPTO patents (1976-2016). Task: Predict the product of the given reaction. (1) Given the reactants [C:1]([C:4]1[C:5]([C@@H:11]([NH:15][C:16](=[O:22])[O:17][C:18]([CH3:21])([CH3:20])[CH3:19])[CH:12]([CH3:14])[CH3:13])=[N:6][CH:7]=[C:8]([Cl:10])[CH:9]=1)(=[O:3])[CH3:2].[BH4-].[Na+], predict the reaction product. The product is: [C:18]([O:17][C:16](=[O:22])[NH:15][C@H:11]([C:5]1[C:4]([CH:1]([OH:3])[CH3:2])=[CH:9][C:8]([Cl:10])=[CH:7][N:6]=1)[CH:12]([CH3:14])[CH3:13])([CH3:20])([CH3:21])[CH3:19]. (2) Given the reactants [CH:1]1([C:4]2[CH:5]=[CH:6][C:7]([NH:14][C:15]3[CH:30]=[CH:29][C:18]4[N:19]([C:23]5[CH:28]=[CH:27][CH:26]=[CH:25][CH:24]=5)[C:20](=[O:22])[NH:21][C:17]=4[CH:16]=3)=[C:8]([CH:13]=2)[C:9]([O:11][CH3:12])=[O:10])[CH2:3][CH2:2]1.[C:31](=O)([O-])[O-].[Cs+].[Cs+].O.C(OCC)(=O)C, predict the reaction product. The product is: [CH:1]1([C:4]2[CH:5]=[CH:6][C:7]([NH:14][C:15]3[CH:30]=[CH:29][C:18]4[N:19]([C:23]5[CH:28]=[CH:27][CH:26]=[CH:25][CH:24]=5)[C:20](=[O:22])[N:21]([CH3:31])[C:17]=4[CH:16]=3)=[C:8]([CH:13]=2)[C:9]([O:11][CH3:12])=[O:10])[CH2:3][CH2:2]1.